This data is from Reaction yield outcomes from USPTO patents with 853,638 reactions. The task is: Predict the reaction yield, written as a fraction of the theoretical maximum amount of product (1.0 means a 100% yield; for example, 0.34 means a 34% yield). (1) The reactants are [NH:1]1[C:9]2[C:4](=[CH:5][C:6]([C:10]([N:12]3[CH2:18][C:17]4([CH3:20])[CH2:19][CH:13]3[CH2:14][C:15]([CH3:22])([CH3:21])[CH2:16]4)=[O:11])=[CH:7][CH:8]=2)[CH:3]=[CH:2]1.[OH-].[K+].[I:25]I. The catalyst is CN(C=O)C. The product is [I:25][C:3]1[C:4]2[C:9](=[CH:8][CH:7]=[C:6]([C:10]([N:12]3[CH2:18][C:17]4([CH3:20])[CH2:19][CH:13]3[CH2:14][C:15]([CH3:22])([CH3:21])[CH2:16]4)=[O:11])[CH:5]=2)[NH:1][CH:2]=1. The yield is 0.830. (2) The reactants are C[Al](C)C.[CH3:5][O:6][C:7]1[CH:8]=[C:9]([CH2:15][CH2:16][C:17]2[CH:18]=[C:19]([NH2:22])[NH:20][N:21]=2)[CH:10]=[C:11]([O:13][CH3:14])[CH:12]=1.[CH2:23]1[CH:28]2[CH2:29][CH2:30][CH2:31][N:27]2[CH2:26][CH2:25][N:24]1[C:32]1[N:37]=[CH:36][C:35]([C:38](OC)=[O:39])=[CH:34][N:33]=1. The catalyst is C1(C)C=CC=CC=1. The product is [CH2:23]1[CH:28]2[CH2:29][CH2:30][CH2:31][N:27]2[CH2:26][CH2:25][N:24]1[C:32]1[N:37]=[CH:36][C:35]([C:38]([NH:22][C:19]2[NH:20][N:21]=[C:17]([CH2:16][CH2:15][C:9]3[CH:8]=[C:7]([O:6][CH3:5])[CH:12]=[C:11]([O:13][CH3:14])[CH:10]=3)[CH:18]=2)=[O:39])=[CH:34][N:33]=1. The yield is 0.300. (3) The reactants are [C:1]([C:3]1([C:6]2[CH:7]=[C:8]([CH:12]=[CH:13][CH:14]=2)[C:9]([OH:11])=O)[CH2:5][CH2:4]1)#[N:2].C(Cl)(=O)C(Cl)=O.O1CCCC1.[NH2:26][C:27]1[C:28]([F:50])=[CH:29][C:30]([Cl:49])=[C:31]([CH:48]=1)[O:32][C:33]1[CH:34]=[CH:35][C:36]2[N:37]([CH:39]=[C:40]([NH:42][C:43]([CH:45]3[CH2:47][CH2:46]3)=[O:44])[N:41]=2)[N:38]=1. The catalyst is CN(C)C=O.CN1CCCC1=O. The product is [Cl:49][C:30]1[C:31]([O:32][C:33]2[CH:34]=[CH:35][C:36]3[N:37]([CH:39]=[C:40]([NH:42][C:43]([CH:45]4[CH2:46][CH2:47]4)=[O:44])[N:41]=3)[N:38]=2)=[CH:48][C:27]([NH:26][C:9](=[O:11])[C:8]2[CH:12]=[CH:13][CH:14]=[C:6]([C:3]3([C:1]#[N:2])[CH2:4][CH2:5]3)[CH:7]=2)=[C:28]([F:50])[CH:29]=1. The yield is 0.730.